Predict the reaction yield, written as a fraction of the theoretical maximum amount of product (1.0 means a 100% yield; for example, 0.34 means a 34% yield). From a dataset of Reaction yield outcomes from USPTO patents with 853,638 reactions. (1) The reactants are [F:1][C:2]1[CH:7]=[CH:6][CH:5]=[CH:4][C:3]=1[C:8]12[CH2:16][N:15]([C:17]3[N:22]=[CH:21][C:20]([F:23])=[CH:19][N:18]=3)[CH2:14][CH:13]1[CH2:12][S:11][C:10]([NH:24]C(=O)C1C=CC=CC=1)=[N:9]2.[OH-].[Li+]. The catalyst is CO. The product is [F:1][C:2]1[CH:7]=[CH:6][CH:5]=[CH:4][C:3]=1[C:8]12[CH2:16][N:15]([C:17]3[N:22]=[CH:21][C:20]([F:23])=[CH:19][N:18]=3)[CH2:14][CH:13]1[CH2:12][S:11][C:10]([NH2:24])=[N:9]2. The yield is 0.860. (2) The reactants are C([NH2:4])(C)C.Cl.[C:6]([O:10][C:11]([NH:13][CH:14]([CH2:21][CH:22]([C:26]1[CH:31]=[CH:30][CH:29]=[CH:28][C:27]=1[CH3:32])[C:23](=O)[CH3:24])[C:15](OC(C)C)=[O:16])=[O:12])([CH3:9])([CH3:8])[CH3:7]. The catalyst is O.CS(C)=O. The product is [CH3:24][C@H:23]1[NH:4][C:15](=[O:16])[CH:14]([NH:13][C:11](=[O:12])[O:10][C:6]([CH3:9])([CH3:8])[CH3:7])[CH2:21][C@H:22]1[C:26]1[CH:31]=[CH:30][CH:29]=[CH:28][C:27]=1[CH3:32]. The yield is 0.400.